From a dataset of Full USPTO retrosynthesis dataset with 1.9M reactions from patents (1976-2016). Predict the reactants needed to synthesize the given product. Given the product [CH3:35][N:34]([CH3:36])[CH2:33][CH2:32][CH2:31][O:21][C:17]1[CH:16]=[C:15]([S:14][C:11]2[CH:10]=[C:9]([O:22][C:23]3[CH:28]=[CH:27][CH:26]=[CH:25][CH:24]=3)[C:8]([NH:7][C:4]3[S:5][CH:6]=[C:2]([CH3:1])[N:3]=3)=[N:13][CH:12]=2)[CH:20]=[CH:19][CH:18]=1, predict the reactants needed to synthesize it. The reactants are: [CH3:1][C:2]1[N:3]=[C:4]([NH:7][C:8]2[N:13]=[CH:12][C:11]([S:14][C:15]3[CH:16]=[C:17]([OH:21])[CH:18]=[CH:19][CH:20]=3)=[CH:10][C:9]=2[O:22][C:23]2[CH:28]=[CH:27][CH:26]=[CH:25][CH:24]=2)[S:5][CH:6]=1.Cl.Cl[CH2:31][CH2:32][CH2:33][N:34]([CH3:36])[CH3:35].